Dataset: Reaction yield outcomes from USPTO patents with 853,638 reactions. Task: Predict the reaction yield, written as a fraction of the theoretical maximum amount of product (1.0 means a 100% yield; for example, 0.34 means a 34% yield). The reactants are [CH3:1][N:2]1[C:10]2[C:5](=[CH:6][CH:7]=[CH:8][C:9]=2[CH3:11])[CH:4]=[C:3]1[CH:12]=O.[CH3:14][NH2:15].[BH4-].[Na+]. The catalyst is CO. The product is [CH3:1][N:2]1[C:10]2[C:5](=[CH:6][CH:7]=[CH:8][C:9]=2[CH3:11])[CH:4]=[C:3]1[CH2:12][NH:15][CH3:14]. The yield is 0.940.